From a dataset of NCI-60 drug combinations with 297,098 pairs across 59 cell lines. Regression. Given two drug SMILES strings and cell line genomic features, predict the synergy score measuring deviation from expected non-interaction effect. (1) Drug 1: COC1=NC(=NC2=C1N=CN2C3C(C(C(O3)CO)O)O)N. Drug 2: CC1=C(N=C(N=C1N)C(CC(=O)N)NCC(C(=O)N)N)C(=O)NC(C(C2=CN=CN2)OC3C(C(C(C(O3)CO)O)O)OC4C(C(C(C(O4)CO)O)OC(=O)N)O)C(=O)NC(C)C(C(C)C(=O)NC(C(C)O)C(=O)NCCC5=NC(=CS5)C6=NC(=CS6)C(=O)NCCC[S+](C)C)O. Cell line: NCIH23. Synergy scores: CSS=51.6, Synergy_ZIP=-0.795, Synergy_Bliss=1.07, Synergy_Loewe=-41.8, Synergy_HSA=3.28. (2) Drug 1: C1=CC=C(C(=C1)C(C2=CC=C(C=C2)Cl)C(Cl)Cl)Cl. Drug 2: CN(CC1=CN=C2C(=N1)C(=NC(=N2)N)N)C3=CC=C(C=C3)C(=O)NC(CCC(=O)O)C(=O)O. Cell line: MDA-MB-435. Synergy scores: CSS=36.8, Synergy_ZIP=3.22, Synergy_Bliss=1.16, Synergy_Loewe=-21.6, Synergy_HSA=-2.23.